From a dataset of Peptide-MHC class II binding affinity with 134,281 pairs from IEDB. Regression. Given a peptide amino acid sequence and an MHC pseudo amino acid sequence, predict their binding affinity value. This is MHC class II binding data. (1) The peptide sequence is GEVLNALAYDVPIPG. The MHC is HLA-DPA10103-DPB10301 with pseudo-sequence HLA-DPA10103-DPB10301. The binding affinity (normalized) is 0.261. (2) The peptide sequence is SPEVIPMFSALSEGAT. The MHC is DRB1_0101 with pseudo-sequence DRB1_0101. The binding affinity (normalized) is 0.994. (3) The peptide sequence is EKKYFAATQFEPSAA. The MHC is HLA-DPA10301-DPB10402 with pseudo-sequence HLA-DPA10301-DPB10402. The binding affinity (normalized) is 0.753.